Dataset: Reaction yield outcomes from USPTO patents with 853,638 reactions. Task: Predict the reaction yield, written as a fraction of the theoretical maximum amount of product (1.0 means a 100% yield; for example, 0.34 means a 34% yield). (1) The reactants are [C:1]([C:3]1[CH:4]=[CH:5][C:6]([NH:13][CH:14]2[CH:18]([C:19]3[CH:24]=[CH:23][C:22]([O:25][C:26]([F:29])([F:28])[F:27])=[CH:21][CH:20]=3)[CH2:17][N:16](C(OC(C)(C)C)=O)[CH2:15]2)=[C:7]2[C:12]=1[N:11]=[CH:10][N:9]=[CH:8]2)#[N:2].[OH-:37].[Na+].OO. The catalyst is CS(C)=O. The product is [F:27][C:26]([F:29])([F:28])[O:25][C:22]1[CH:21]=[CH:20][C:19]([CH:18]2[CH2:17][NH:16][CH2:15][CH:14]2[NH:13][C:6]2[CH:5]=[CH:4][C:3]([C:1]([NH2:2])=[O:37])=[C:12]3[C:7]=2[CH:8]=[N:9][CH:10]=[N:11]3)=[CH:24][CH:23]=1. The yield is 0.560. (2) The reactants are C[O:2][C:3](=[O:35])[CH2:4][CH2:5][CH2:6][C:7]1[CH:12]=[CH:11][C:10]([N:13]2[C:20](=[S:21])[N:19]([C:22]3[CH:27]=[CH:26][C:25]([C:28]#[N:29])=[C:24]([C:30]([F:33])([F:32])[F:31])[CH:23]=3)[C:18](=[O:34])[C:14]32[CH2:17][CH2:16][CH2:15]3)=[CH:9][CH:8]=1.[OH-].[Na+]. The catalyst is CO. The product is [C:28]([C:25]1[CH:26]=[CH:27][C:22]([N:19]2[C:18](=[O:34])[C:14]3([CH2:15][CH2:16][CH2:17]3)[N:13]([C:10]3[CH:9]=[CH:8][C:7]([CH2:6][CH2:5][CH2:4][C:3]([OH:35])=[O:2])=[CH:12][CH:11]=3)[C:20]2=[S:21])=[CH:23][C:24]=1[C:30]([F:31])([F:32])[F:33])#[N:29]. The yield is 0.990. (3) The yield is 0.270. The reactants are [Cl:1][C:2]1[C:7]([Cl:8])=[CH:6][CH:5]=[CH:4][C:3]=1[C:9]1[CH:10]=[C:11]([CH:15]2[CH2:17][CH:16]2C(OC)=O)[CH:12]=[N:13][CH:14]=1.[OH-].[Na+].C1(OP(N=[N+]=[N-])([O:33][C:34]2C=CC=CC=2)=O)C=CC=CC=1.C([N:45](CC)CC)C.[CH2:50]([OH:57])[C:51]1[CH:56]=[CH:55][CH:54]=[CH:53][CH:52]=1.C([O-])(O)=O.[Na+]. The product is [Cl:1][C:2]1[C:7]([Cl:8])=[CH:6][CH:5]=[CH:4][C:3]=1[C:9]1[CH:10]=[C:11]([CH:15]2[CH2:17][CH:16]2[NH:45][C:34](=[O:33])[O:57][CH2:50][C:51]2[CH:56]=[CH:55][CH:54]=[CH:53][CH:52]=2)[CH:12]=[N:13][CH:14]=1. The catalyst is CO. (4) The product is [NH2:8][C:16]1[N:17]=[CH:18][C:19]([C:43]2[CH:48]=[CH:47][C:46](=[O:49])[N:45]([CH:50]([CH:52]3[CH2:54][CH2:53]3)[CH3:51])[CH:44]=2)=[N:20][C:21]=1[C:22]1[O:26][N:25]=[C:24]([C:27]2[CH:32]=[CH:31][CH:30]=[C:29]([CH:33]([NH2:35])[CH3:34])[CH:28]=2)[CH:23]=1. The yield is 0.780. The reactants are C(OC([N:8]([C:16]1[C:21]([C:22]2[O:26][N:25]=[C:24]([C:27]3[CH:32]=[CH:31][CH:30]=[C:29]([CH:33]([NH:35]C(OC(C)(C)C)=O)[CH3:34])[CH:28]=3)[CH:23]=2)=[N:20][C:19]([C:43]2[CH:48]=[CH:47][C:46](=[O:49])[N:45]([CH:50]([CH:52]3[CH2:54][CH2:53]3)[CH3:51])[CH:44]=2)=[CH:18][N:17]=1)C(=O)OC(C)(C)C)=O)(C)(C)C.Cl. The catalyst is C(Cl)Cl. (5) The reactants are [CH3:1][C:2]1[CH:3]=[C:4]([CH:22]=[CH:23][CH:24]=1)[C:5]([NH:7][C:8]1[C:13]([F:14])=[C:12]([F:15])[C:11]([C:16]([F:19])([F:18])[F:17])=[C:10]([F:20])[C:9]=1[F:21])=[O:6].[O-]S(C(F)(F)[F:30])(=O)=O.F[N+]1C(C)=CC(C)=CC=1C. No catalyst specified. The product is [F:30][C:22]1[CH:23]=[CH:24][C:2]([CH3:1])=[CH:3][C:4]=1[C:5]([NH:7][C:8]1[C:9]([F:21])=[C:10]([F:20])[C:11]([C:16]([F:17])([F:18])[F:19])=[C:12]([F:15])[C:13]=1[F:14])=[O:6]. The yield is 0.750. (6) The reactants are [OH-].[Na+].O.NN.[Br:6][C:7]1[CH:8]=[C:9]([Cl:17])[C:10]([OH:16])=[C:11]([C:13](=O)[CH3:14])[CH:12]=1. The catalyst is C(O)COCCOCCO. The product is [Br:6][C:7]1[CH:12]=[C:11]([CH2:13][CH3:14])[C:10]([OH:16])=[C:9]([Cl:17])[CH:8]=1. The yield is 0.830.